Dataset: NCI-60 drug combinations with 297,098 pairs across 59 cell lines. Task: Regression. Given two drug SMILES strings and cell line genomic features, predict the synergy score measuring deviation from expected non-interaction effect. (1) Drug 1: CC1=C2C(C(=O)C3(C(CC4C(C3C(C(C2(C)C)(CC1OC(=O)C(C(C5=CC=CC=C5)NC(=O)C6=CC=CC=C6)O)O)OC(=O)C7=CC=CC=C7)(CO4)OC(=O)C)O)C)OC(=O)C. Drug 2: C1C(C(OC1N2C=NC3=C2NC=NCC3O)CO)O. Cell line: PC-3. Synergy scores: CSS=51.1, Synergy_ZIP=-0.435, Synergy_Bliss=0.958, Synergy_Loewe=-22.6, Synergy_HSA=1.60. (2) Drug 1: CC1C(C(CC(O1)OC2CC(CC3=C2C(=C4C(=C3O)C(=O)C5=C(C4=O)C(=CC=C5)OC)O)(C(=O)CO)O)N)O.Cl. Drug 2: CC1=CC2C(CCC3(C2CCC3(C(=O)C)OC(=O)C)C)C4(C1=CC(=O)CC4)C. Cell line: BT-549. Synergy scores: CSS=7.05, Synergy_ZIP=0.878, Synergy_Bliss=5.55, Synergy_Loewe=-3.62, Synergy_HSA=3.14. (3) Drug 1: CC(C)(C#N)C1=CC(=CC(=C1)CN2C=NC=N2)C(C)(C)C#N. Drug 2: CC1CCCC2(C(O2)CC(NC(=O)CC(C(C(=O)C(C1O)C)(C)C)O)C(=CC3=CSC(=N3)C)C)C. Cell line: DU-145. Synergy scores: CSS=43.9, Synergy_ZIP=4.59, Synergy_Bliss=2.31, Synergy_Loewe=-15.0, Synergy_HSA=0.501.